Dataset: Full USPTO retrosynthesis dataset with 1.9M reactions from patents (1976-2016). Task: Predict the reactants needed to synthesize the given product. (1) The reactants are: N1C=CC=NC1=O.[CH3:8][O:9][C:10]1[CH:15]=[CH:14][C:13]([C:16]2[NH:17][C:18](=O)[C:19]3[CH2:24][CH2:23][CH2:22][C:20]=3[N:21]=2)=[CH:12][CH:11]=1.P(Cl)(Cl)([Cl:28])=O. Given the product [Cl:28][C:18]1[C:19]2[CH2:24][CH2:23][CH2:22][C:20]=2[N:21]=[C:16]([C:13]2[CH:14]=[CH:15][C:10]([O:9][CH3:8])=[CH:11][CH:12]=2)[N:17]=1, predict the reactants needed to synthesize it. (2) Given the product [Cl:1][C:2]1[C:3]([C:12]([F:15])([F:14])[F:13])=[CH:4][C:5]([N+:9]([O-:11])=[O:10])=[C:6]([NH:16][C:17]2[CH:18]=[CH:19][C:20]([CH2:23][C@H:24]([OH:26])[CH3:25])=[CH:21][CH:22]=2)[CH:7]=1, predict the reactants needed to synthesize it. The reactants are: [Cl:1][C:2]1[CH:7]=[C:6](Cl)[C:5]([N+:9]([O-:11])=[O:10])=[CH:4][C:3]=1[C:12]([F:15])([F:14])[F:13].[NH2:16][C:17]1[CH:22]=[CH:21][C:20]([CH2:23][C@H:24]([OH:26])[CH3:25])=[CH:19][CH:18]=1. (3) Given the product [NH2:1][C:2]1[CH:30]=[CH:29][C:5]([O:6][C:7]2[CH:12]=[CH:11][N:10]=[C:9]3[CH:13]=[C:14]([CH:16]4[CH2:21][CH2:20][N:19]([C:22]([O:24][C:25]([CH3:27])([CH3:28])[CH3:26])=[O:23])[CH2:18][CH2:17]4)[S:15][C:8]=23)=[C:4]([F:31])[CH:3]=1, predict the reactants needed to synthesize it. The reactants are: [NH2:1][C:2]1[CH:30]=[CH:29][C:5]([O:6][C:7]2[CH:12]=[CH:11][N:10]=[C:9]3[CH:13]=[C:14]([C:16]4[CH2:21][CH2:20][N:19]([C:22]([O:24][C:25]([CH3:28])([CH3:27])[CH3:26])=[O:23])[CH2:18][CH:17]=4)[S:15][C:8]=23)=[C:4]([F:31])[CH:3]=1.[H][H]. (4) The reactants are: [Cl:1][C:2]1[CH:3]=[C:4]([NH:11][C:12]2[CH:17]=[CH:16][CH:15]=[C:14]([N:18]3[CH2:22][CH2:21][CH2:20][CH2:19]3)[N:13]=2)[C:5]2[N:6]([CH:8]=[CH:9][N:10]=2)[N:7]=1.[C:23]1(B(O)O)[CH:28]=[CH:27][CH:26]=[CH:25][CH:24]=1.CC(C1C=C(C(C)C)C(C2C=CC=CC=2P(C2CCCCC2)C2CCCCC2)=C(C(C)C)C=1)C.C([O-])([O-])=O.[K+].[K+]. Given the product [ClH:1].[C:23]1([C:2]2[CH:3]=[C:4]([NH:11][C:12]3[CH:17]=[CH:16][CH:15]=[C:14]([N:18]4[CH2:22][CH2:21][CH2:20][CH2:19]4)[N:13]=3)[C:5]3[N:6]([CH:8]=[CH:9][N:10]=3)[N:7]=2)[CH:28]=[CH:27][CH:26]=[CH:25][CH:24]=1, predict the reactants needed to synthesize it. (5) Given the product [F:21][C:22]1[CH:27]=[C:26]([F:28])[CH:25]=[CH:24][C:23]=1[C:2]1[CH:7]=[CH:6][CH:5]=[C:4]([N:8]2[CH2:13][CH2:12][N:11]([C:14]([O:16][C:17]([CH3:20])([CH3:19])[CH3:18])=[O:15])[CH2:10][CH2:9]2)[CH:3]=1, predict the reactants needed to synthesize it. The reactants are: Br[C:2]1[CH:3]=[C:4]([N:8]2[CH2:13][CH2:12][N:11]([C:14]([O:16][C:17]([CH3:20])([CH3:19])[CH3:18])=[O:15])[CH2:10][CH2:9]2)[CH:5]=[CH:6][CH:7]=1.[F:21][C:22]1[CH:27]=[C:26]([F:28])[CH:25]=[CH:24][C:23]=1OB(O)O.C(=O)([O-])[O-].[Na+].[Na+].O. (6) Given the product [Cl:12][C:10]1[N:9]=[C:8]([NH:13][CH3:14])[C:6]2[N:7]=[C:2]([NH:20][CH2:17][CH2:18][CH3:19])[N:3]=[C:4]([NH:15][CH3:16])[C:5]=2[N:11]=1, predict the reactants needed to synthesize it. The reactants are: Cl[C:2]1[N:3]=[C:4]([NH:15][CH3:16])[C:5]2[N:11]=[C:10]([Cl:12])[N:9]=[C:8]([NH:13][CH3:14])[C:6]=2[N:7]=1.[CH2:17]([NH2:20])[CH2:18][CH3:19]. (7) Given the product [CH2:25]([C:10]1[CH:9]=[C:8]([Br:11])[CH:7]=[CH:6][C:5]=1[OH:4])[CH:20]=[CH2:21], predict the reactants needed to synthesize it. The reactants are: C([O:4][C:5]1[CH:10]=[CH:9][C:8]([Br:11])=[CH:7][CH:6]=1)C=C.C(OCC)(=O)C.CN(C)[C:20]1[CH:25]=CC=C[CH:21]=1. (8) Given the product [Cl:27][C:24]1[CH:25]=[CH:26][C:21]([CH2:20][N:4]2[CH:5]=[C:6]([C:11]3[CH:16]=[CH:15][C:14]([O:17][CH3:18])=[CH:13][CH:12]=3)[CH:7]=[C:8]([O:9][CH3:10])[C:3]2=[O:2])=[C:22]([F:28])[CH:23]=1, predict the reactants needed to synthesize it. The reactants are: C[O:2][C:3]1[C:8]([O:9][CH3:10])=[CH:7][C:6]([C:11]2[CH:16]=[CH:15][C:14]([O:17][CH3:18])=[CH:13][CH:12]=2)=[CH:5][N:4]=1.Br[CH2:20][C:21]1[CH:26]=[CH:25][C:24]([Cl:27])=[CH:23][C:22]=1[F:28]. (9) Given the product [C:1]([C:5]1[CH:10]=[CH:9][C:8]([C:11]2[N:15]([C:35]([Cl:37])=[O:36])[C:14]([C:17]3[CH:22]=[CH:21][C:20]([F:23])=[CH:19][CH:18]=3)([CH3:16])[C:13]([C:25]3[CH:26]=[CH:27][C:28]([F:31])=[CH:29][CH:30]=3)([CH3:24])[N:12]=2)=[C:7]([O:32][CH2:33][CH3:34])[CH:6]=1)([CH3:2])([CH3:3])[CH3:4], predict the reactants needed to synthesize it. The reactants are: [C:1]([C:5]1[CH:10]=[CH:9][C:8]([C:11]2[NH:12][C:13]([C:25]3[CH:30]=[CH:29][C:28]([F:31])=[CH:27][CH:26]=3)([CH3:24])[C:14]([C:17]3[CH:22]=[CH:21][C:20]([F:23])=[CH:19][CH:18]=3)([CH3:16])[N:15]=2)=[C:7]([O:32][CH2:33][CH3:34])[CH:6]=1)([CH3:4])([CH3:3])[CH3:2].[C:35](Cl)([Cl:37])=[O:36].